This data is from Forward reaction prediction with 1.9M reactions from USPTO patents (1976-2016). The task is: Predict the product of the given reaction. Given the reactants [Br:1][C:2]1[C:3]([F:10])=[C:4]([OH:9])[C:5]([Cl:8])=[CH:6][CH:7]=1.[H-].[Na+].[F:13][CH:14]([F:21])[CH2:15]OS(C)(=O)=O, predict the reaction product. The product is: [Br:1][C:2]1[CH:7]=[CH:6][C:5]([Cl:8])=[C:4]([O:9][CH2:15][CH:14]([F:21])[F:13])[C:3]=1[F:10].